This data is from Catalyst prediction with 721,799 reactions and 888 catalyst types from USPTO. The task is: Predict which catalyst facilitates the given reaction. (1) Reactant: [CH:1]1([CH2:4][CH2:5][OH:6])[CH2:3][CH2:2]1.Cl[S:8]([N:11]=C=O)(=[O:10])=[O:9].C(O)=O.CCN(CC)CC. Product: [S:8](=[O:10])(=[O:9])([O:6][CH2:5][CH2:4][CH:1]1[CH2:3][CH2:2]1)[NH2:11]. The catalyst class is: 2. (2) Reactant: [CH2:1]([O:3][C:4]([C:6]1[CH:35]=[CH:34][C:9]2[N:10]=[C:11]([NH:13][CH:14]3[CH2:19][CH2:18][N:17]([CH2:20][C:21]4[CH:26]=[C:25]([O:27][CH2:28][CH3:29])[C:24](F)=[C:23]([O:31][CH2:32][CH3:33])[CH:22]=4)[CH2:16][CH2:15]3)[S:12][C:8]=2[CH:7]=1)=[O:5])[CH3:2].[Cl:36]C1C(OCC)=CC(C=O)=CC=1OCC.C([BH3-])#N.[Na+].C(N(C(C)C)C(C)C)C. Product: [CH2:1]([O:3][C:4]([C:6]1[CH:35]=[CH:34][C:9]2[N:10]=[C:11]([NH:13][CH:14]3[CH2:19][CH2:18][N:17]([CH2:20][C:21]4[CH:26]=[C:25]([O:27][CH2:28][CH3:29])[C:24]([Cl:36])=[C:23]([O:31][CH2:32][CH3:33])[CH:22]=4)[CH2:16][CH2:15]3)[S:12][C:8]=2[CH:7]=1)=[O:5])[CH3:2]. The catalyst class is: 212. (3) Reactant: [CH:1]1([C:7]([C:9]2[O:10][C:11]3[C:18]([F:19])=[CH:17][C:16]([F:20])=[CH:15][C:12]=3[C:13]=2[CH3:14])=[O:8])[CH2:6][CH2:5][CH2:4][CH2:3][CH2:2]1.[BH4-].[Na+]. Product: [CH:1]1([CH:7]([C:9]2[O:10][C:11]3[C:18]([F:19])=[CH:17][C:16]([F:20])=[CH:15][C:12]=3[C:13]=2[CH3:14])[OH:8])[CH2:6][CH2:5][CH2:4][CH2:3][CH2:2]1. The catalyst class is: 83. (4) Reactant: [NH2:1][C:2]1[N:7]=[C:6]([CH3:8])[N:5]=[C:4]([C:9]2[N:13]3[N:14]=[CH:15][CH:16]=[CH:17][C:12]3=[N:11][C:10]=2[NH:18][C:19]2[CH:23]=[CH:22][NH:21][N:20]=2)[CH:3]=1.[N:24]([C:27]1[CH:32]=[CH:31][CH:30]=[CH:29][CH:28]=1)=[C:25]=[O:26].N1C=CC=N1.C(O)(C(F)(F)F)=O. Product: [NH2:1][C:2]1[N:7]=[C:6]([CH3:8])[N:5]=[C:4]([C:9]2[N:13]3[N:14]=[CH:15][CH:16]=[CH:17][C:12]3=[N:11][C:10]=2[NH:18][C:19]2[CH:23]=[CH:22][N:21]([C:25]([NH:24][C:27]3[CH:32]=[CH:31][CH:30]=[CH:29][CH:28]=3)=[O:26])[N:20]=2)[CH:3]=1. The catalyst class is: 1. (5) Reactant: C([O:4][C:5]1[C:6]([CH3:19])=[CH:7][CH:8]=[C:9]2[C:14]=1[CH:13]=[C:12]([C:15]([O:17][CH3:18])=[O:16])[CH:11]=[CH:10]2)(=O)C.C(=O)([O-])[O-].[K+].[K+].CO. Product: [OH:4][C:5]1[C:6]([CH3:19])=[CH:7][CH:8]=[C:9]2[C:14]=1[CH:13]=[C:12]([C:15]([O:17][CH3:18])=[O:16])[CH:11]=[CH:10]2. The catalyst class is: 775.